Dataset: Full USPTO retrosynthesis dataset with 1.9M reactions from patents (1976-2016). Task: Predict the reactants needed to synthesize the given product. (1) Given the product [Si:1]([O:8][CH2:9][CH2:10][C:11]1[N:12]([C:21]2[CH:22]=[CH:23][C:24]([O:25][CH2:26][CH2:27][CH2:28][N:29]3[CH2:30][CH2:31][CH2:32][CH2:33]3)=[CH:34][CH:35]=2)[C:13]2[C:18]([CH:19]=1)=[CH:17][CH:16]=[CH:15][CH:14]=2)([C:4]([CH3:6])([CH3:7])[CH3:5])([CH3:3])[CH3:2], predict the reactants needed to synthesize it. The reactants are: [Si:1]([O:8][CH2:9][CH2:10][C:11]1[NH:12][C:13]2[C:18]([CH:19]=1)=[CH:17][CH:16]=[CH:15][CH:14]=2)([C:4]([CH3:7])([CH3:6])[CH3:5])([CH3:3])[CH3:2].I[C:21]1[CH:35]=[CH:34][C:24]([O:25][CH2:26][CH2:27][CH2:28][N:29]2[CH2:33][CH2:32][CH2:31][CH2:30]2)=[CH:23][CH:22]=1.CN(C)CCN.P([O-])([O-])([O-])=O.[K+].[K+].[K+]. (2) Given the product [Cl:1][C:2]1[CH:10]=[CH:9][C:5]([CH2:6][OH:7])=[C:4]([O:11][CH3:12])[CH:3]=1, predict the reactants needed to synthesize it. The reactants are: [Cl:1][C:2]1[CH:10]=[CH:9][C:5]([C:6](O)=[O:7])=[C:4]([O:11][CH3:12])[CH:3]=1.CC(COC(Cl)=O)C.[BH4-].[Na+].O. (3) Given the product [CH3:1][C@H:2]1[C@H:30]([CH3:31])[C@@H:29]([NH:32][C:33](=[O:42])[O:34][CH2:35][C:22]2[CH:23]=[CH:24][CH:25]=[CH:26][CH:27]=2)[C:10]2[CH:9]=[CH:8][NH:7][C:6](=[O:11])[C:5]=2[NH:4]1, predict the reactants needed to synthesize it. The reactants are: [CH:1](=O)[CH3:2].[NH2:4][C:5]1[C:6](=[O:11])[NH:7][CH:8]=[CH:9][CH:10]=1.P(O)(O[C:22]1[CH:27]=[CH:26][CH:25]=[CH:24][CH:23]=1)(O[C:22]1[CH:27]=[CH:26][CH:25]=[CH:24][CH:23]=1)=O.[CH:29](/[NH:32][C:33](=[O:42])[O:34][CH2:35]C1C=CC=CC=1)=[CH:30]\[CH3:31]. (4) Given the product [OH:8][C:9]1[CH:17]=[CH:16][C:15]2[NH:14][C:13]3[CH:18]([CH2:21][C:22]([O:24][CH2:25][CH3:26])=[O:23])[CH2:19][CH2:20][C:12]=3[C:11]=2[CH:10]=1, predict the reactants needed to synthesize it. The reactants are: C([O:8][C:9]1[CH:17]=[CH:16][C:15]2[NH:14][C:13]3[C:18](=[CH:21][C:22]([O:24][CH2:25][CH3:26])=[O:23])[CH2:19][CH2:20][C:12]=3[C:11]=2[CH:10]=1)C1C=CC=CC=1.C(OCC)(=O)C.C(O)=O.C(N(CC)CC)C. (5) Given the product [F:1][C:2]([F:16])([F:17])[O:3][C:4]1[CH:5]=[CH:6][C:7]([CH:8]([CH:9]([C:12]#[N:13])[C:10]#[N:11])[CH:18]([CH3:20])[CH3:19])=[CH:14][CH:15]=1, predict the reactants needed to synthesize it. The reactants are: [F:1][C:2]([F:17])([F:16])[O:3][C:4]1[CH:15]=[CH:14][C:7]([CH:8]=[C:9]([C:12]#[N:13])[C:10]#[N:11])=[CH:6][CH:5]=1.[CH:18]([Mg]Br)([CH3:20])[CH3:19].